The task is: Predict the product of the given reaction.. This data is from Forward reaction prediction with 1.9M reactions from USPTO patents (1976-2016). Given the reactants BrC1C=CC=C2C=1C(C1C(O)=CC3OCOC=3C=1)[C:5](=[O:16])N2CCCCC.[Cl:27][C:28]1[C:33]([F:34])=[CH:32][C:31]([CH:35]2[C:43]3[C:38](=[CH:39][CH:40]=[CH:41][CH:42]=3)[N:37]([CH2:44][CH2:45][CH2:46][CH2:47][CH3:48])[C:36]2=[O:49])=[C:30]([OH:50])[CH:29]=1, predict the reaction product. The product is: [Cl:27][C:28]1[C:33]([F:34])=[CH:32][C:31]([C:35]2([CH2:5][OH:16])[C:43]3[C:38](=[CH:39][CH:40]=[CH:41][CH:42]=3)[N:37]([CH2:44][CH2:45][CH2:46][CH2:47][CH3:48])[C:36]2=[O:49])=[C:30]([OH:50])[CH:29]=1.